This data is from Forward reaction prediction with 1.9M reactions from USPTO patents (1976-2016). The task is: Predict the product of the given reaction. Given the reactants CN(C(ON1N=N[C:11]2[CH:12]=[CH:13][CH:14]=N[C:10]1=2)=[N+](C)C)C.[F:18][P-](F)(F)(F)(F)F.CCN(C(C)C)[CH:28]([CH3:30])[CH3:29].CN[C@H]1CN2C3C(C(C[C:49]([O:51]CCC)=[O:50])=C2CC1)=CC=CC=3, predict the reaction product. The product is: [F:18][C:29]1[CH:14]=[CH:13][C:12]([CH:11]([CH3:10])[C:49]([OH:51])=[O:50])=[CH:30][CH:28]=1.